Dataset: Reaction yield outcomes from USPTO patents with 853,638 reactions. Task: Predict the reaction yield, written as a fraction of the theoretical maximum amount of product (1.0 means a 100% yield; for example, 0.34 means a 34% yield). (1) The reactants are [Br:1]N1C(=O)CCC1=O.CN(C)C=O.[Cl:14][C:15]1[N:20]=[N:19][C:18]([O:21][C:22]2[C:27]([CH3:28])=[CH:26][CH:25]=[CH:24][C:23]=2[CH:29]2[CH2:31][CH2:30]2)=[C:17]([OH:32])[CH:16]=1.Cl. The catalyst is O. The product is [Br:1][C:16]1[C:17]([OH:32])=[C:18]([O:21][C:22]2[C:27]([CH3:28])=[CH:26][CH:25]=[CH:24][C:23]=2[CH:29]2[CH2:31][CH2:30]2)[N:19]=[N:20][C:15]=1[Cl:14]. The yield is 0.610. (2) The yield is 0.880. The catalyst is CO. The reactants are [Cl:1][C:2]1[N:3]=[C:4](Cl)[C:5]2[CH2:11][O:10][CH2:9][CH:8]([C:12]3[CH:17]=[CH:16][C:15]([O:18][C:19]([F:22])([F:21])[F:20])=[CH:14][CH:13]=3)[C:6]=2[N:7]=1.[CH3:24][NH2:25]. The product is [Cl:1][C:2]1[N:3]=[C:4]([NH:25][CH3:24])[C:5]2[CH2:11][O:10][CH2:9][CH:8]([C:12]3[CH:17]=[CH:16][C:15]([O:18][C:19]([F:22])([F:21])[F:20])=[CH:14][CH:13]=3)[C:6]=2[N:7]=1. (3) The reactants are [Cl:1][C:2]1[C:3]([C:27]([F:30])([F:29])[F:28])=[N:4][N:5]([CH2:8][C:9]([N:11]2[CH2:16][CH2:15][CH2:14][C:13]3[N:17]([C:20]4[CH:25]=[CH:24][C:23]([F:26])=[CH:22][CH:21]=4)[N:18]=[CH:19][C:12]2=3)=[O:10])[C:6]=1[CH3:7].[H-].[Na+].[CH2:33]=O.CN([CH:38]=[O:39])C. No catalyst specified. The product is [Cl:1][C:2]1[C:3]([C:27]([F:30])([F:29])[F:28])=[N:4][N:5]([CH:8]([CH2:33][O:39][CH3:38])[C:9]([N:11]2[CH2:16][CH2:15][CH2:14][C:13]3[N:17]([C:20]4[CH:25]=[CH:24][C:23]([F:26])=[CH:22][CH:21]=4)[N:18]=[CH:19][C:12]2=3)=[O:10])[C:6]=1[CH3:7]. The yield is 0.120. (4) The reactants are CCN=C=NCCCN(C)C.C1C=CC2N(O)N=NC=2C=1.[F:22][C:23]1[CH:29]=[C:28]([F:30])[CH:27]=[CH:26][C:24]=1[NH2:25].[Br:31][CH2:32][CH2:33][CH2:34][C:35](O)=[O:36]. The catalyst is CN(C=O)C. The product is [Br:31][CH2:32][CH2:33][CH2:34][C:35]([NH:25][C:24]1[CH:26]=[CH:27][C:28]([F:30])=[CH:29][C:23]=1[F:22])=[O:36]. The yield is 0.580.